This data is from Forward reaction prediction with 1.9M reactions from USPTO patents (1976-2016). The task is: Predict the product of the given reaction. Given the reactants [CH:1]1([C@@H:4]2[NH:9][C:8](=[O:10])[C@H:7]([CH2:11][CH:12]([CH3:14])[CH3:13])[NH:6][CH2:5]2)[CH2:3][CH2:2]1.[C:15]1([C@@H:21]2[CH2:23][C@H:22]2[C:24](O)=[O:25])[CH:20]=[CH:19][CH:18]=[CH:17][CH:16]=1.C([C@@H]1N(C(=O)/C=C/C2C=CC=CC=2)C[C@H](CC(C)C)NC1=O)C(C)C, predict the reaction product. The product is: [CH:1]1([C@@H:4]2[NH:9][C:8](=[O:10])[C@H:7]([CH2:11][CH:12]([CH3:14])[CH3:13])[N:6]([C:24]([C@@H:22]3[CH2:23][C@H:21]3[C:15]3[CH:20]=[CH:19][CH:18]=[CH:17][CH:16]=3)=[O:25])[CH2:5]2)[CH2:3][CH2:2]1.